This data is from Reaction yield outcomes from USPTO patents with 853,638 reactions. The task is: Predict the reaction yield, written as a fraction of the theoretical maximum amount of product (1.0 means a 100% yield; for example, 0.34 means a 34% yield). (1) The reactants are C([Li])CCC.C(NC(C)C)(C)C.C([N-]C(C)C)(C)C.[Li+].[O:21]=[C:22]1[CH2:29][CH:28]2[CH2:30][CH:24]([CH2:25][N:26]([C:31]([O:33][CH2:34][CH3:35])=[O:32])[CH2:27]2)[CH2:23]1.[F:36][C:37]([F:57])([F:56])[S:38](N(C1C=CC(Cl)=CN=1)[S:38]([C:37]([F:57])([F:56])[F:36])(=[O:40])=[O:39])(=[O:40])=[O:39]. The catalyst is C1COCC1. The product is [F:36][C:37]([F:57])([F:56])[S:38]([O:21][C:22]1[CH2:23][CH:24]2[CH2:30][CH:28]([CH2:27][N:26]([C:31]([O:33][CH2:34][CH3:35])=[O:32])[CH2:25]2)[CH:29]=1)(=[O:40])=[O:39]. The yield is 0.697. (2) The reactants are C([O:3][C:4]([C:6]1[C:11]([NH:12][C:13]2[CH:18]=[CH:17][C:16]([C:19]#[CH:20])=[CH:15][C:14]=2[F:21])=[CH:10][C:9](=[O:22])[N:8]([CH3:23])[CH:7]=1)=[O:5])C.[OH-].[Na+]. The catalyst is CCO. The product is [C:19]([C:16]1[CH:17]=[CH:18][C:13]([NH:12][C:11]2[C:6]([C:4]([OH:5])=[O:3])=[CH:7][N:8]([CH3:23])[C:9](=[O:22])[CH:10]=2)=[C:14]([F:21])[CH:15]=1)#[CH:20]. The yield is 0.910. (3) The reactants are Cl[C:2]1[CH:10]=[CH:9][CH:8]=[CH:7][C:3]=1[C:4]([OH:6])=[O:5].[CH2:11]([O:15][C:16]1[CH:21]=[CH:20][C:19]([OH:22])=[CH:18][CH:17]=1)[CH2:12][CH2:13][CH3:14].C(=O)([O-])[O-].[K+].[K+].Cl. The catalyst is [Cu].[Cu]I.CN(C)C=O. The product is [CH2:11]([O:15][C:16]1[CH:17]=[CH:18][C:19]([O:22][C:2]2[CH:10]=[CH:9][CH:8]=[CH:7][C:3]=2[C:4]([OH:6])=[O:5])=[CH:20][CH:21]=1)[CH2:12][CH2:13][CH3:14]. The yield is 0.450. (4) The reactants are [CH:1]1[C:6]([N+:7]([O-:9])=[O:8])=[CH:5][CH:4]=[C:3]([OH:10])[CH:2]=1.Cl[C:12]([O:14][CH2:15][Cl:16])=[O:13].C(N(CC)CC)C. The catalyst is O1CCCC1. The product is [C:12](=[O:13])([O:10][C:3]1[CH:4]=[CH:5][C:6]([N+:7]([O-:9])=[O:8])=[CH:1][CH:2]=1)[O:14][CH2:15][Cl:16]. The yield is 0.950. (5) The reactants are [C:1]([O:5][C:6]([N:8]1[CH2:13][CH2:12][N:11]([C:14]([C:16]2[CH:17]=[CH:18][CH:19]=[C:20]3[C:24]=2[NH:23][CH:22]=[C:21]3[CH:25]=O)=[O:15])[CH2:10][CH2:9]1)=[O:7])([CH3:4])([CH3:3])[CH3:2].[NH:27]1[CH2:32][CH2:31][O:30][CH2:29][CH2:28]1.[BH-](OC(C)=O)(OC(C)=O)OC(C)=O.[Na+]. The catalyst is C(Cl)Cl. The product is [C:1]([O:5][C:6]([N:8]1[CH2:13][CH2:12][N:11]([C:14]([C:16]2[CH:17]=[CH:18][CH:19]=[C:20]3[C:24]=2[NH:23][CH:22]=[C:21]3[CH2:25][N:27]2[CH2:32][CH2:31][O:30][CH2:29][CH2:28]2)=[O:15])[CH2:10][CH2:9]1)=[O:7])([CH3:4])([CH3:3])[CH3:2]. The yield is 0.790. (6) The reactants are C(=O)(OC)[O:2][C:3]1[CH:8]=[C:7]([N+:9]([O-:11])=[O:10])[C:6]([F:12])=[CH:5][C:4]=1[C:13]([CH3:16])([CH3:15])[CH3:14].N1CCCCC1. The catalyst is C(Cl)Cl. The product is [C:13]([C:4]1[CH:5]=[C:6]([F:12])[C:7]([N+:9]([O-:11])=[O:10])=[CH:8][C:3]=1[OH:2])([CH3:16])([CH3:14])[CH3:15]. The yield is 0.620.